Dataset: Reaction yield outcomes from USPTO patents with 853,638 reactions. Task: Predict the reaction yield, written as a fraction of the theoretical maximum amount of product (1.0 means a 100% yield; for example, 0.34 means a 34% yield). (1) The product is [C:1]([N:4]1[CH2:5][CH2:6][CH:7]([N:10]([C:27]([O:29][C:30]([CH3:33])([CH3:32])[CH3:31])=[O:28])[NH:11][C:12]([O:14][C:15]([CH3:16])([CH3:17])[CH3:18])=[O:13])[CH2:8][CH2:9]1)(=[O:3])[CH3:2]. The yield is 0.840. The reactants are [C:1]([N:4]1[CH2:9][CH2:8][CH:7]([N:10]([C:27]([O:29][C:30]([CH3:33])([CH3:32])[CH3:31])=[O:28])[N:11](C(=O)C2C=CC=CC=2)[C:12]([O:14][C:15]([CH3:18])([CH3:17])[CH3:16])=[O:13])[CH2:6][CH2:5]1)(=[O:3])[CH3:2].O.[OH-].[Li+]. The catalyst is O1CCCC1.O. (2) The reactants are [Cl:1][C:2]1[CH:3]=[C:4]([C:9]2([C:14]([F:17])([F:16])[F:15])[CH2:13][NH:12][N:11]=[CH:10]2)[CH:5]=[C:6]([Cl:8])[CH:7]=1.Br[C:19]1[CH:32]=[CH:31][C:22]([C:23]([NH:25][CH2:26][C:27]([F:30])([F:29])[F:28])=[O:24])=[C:21]([CH3:33])[CH:20]=1.C(=O)([O-])[O-].[Cs+].[Cs+].C1(P(C2CCCCC2)C2C=CC=CC=2C2C(C(C)C)=CC(C(C)C)=CC=2C(C)C)CCCCC1. The catalyst is C1(C)C=CC=CC=1.CC([O-])=O.CC([O-])=O.[Pd+2].O. The product is [Cl:1][C:2]1[CH:3]=[C:4]([C:9]2([C:14]([F:15])([F:17])[F:16])[CH:13]=[N:12][N:11]([C:19]3[CH:32]=[CH:31][C:22]([C:23]([NH:25][CH2:26][C:27]([F:30])([F:29])[F:28])=[O:24])=[C:21]([CH3:33])[CH:20]=3)[CH2:10]2)[CH:5]=[C:6]([Cl:8])[CH:7]=1. The yield is 0.520. (3) The reactants are [CH2:1]([C@@H:5]1[N:10]([C:11](=[O:25])[C:12]2[CH:17]=CC(OC3C=CC=CC=3)=C[CH:13]=2)[CH2:9][C@H:8]([CH2:26][CH:27]([CH3:29])[CH3:28])[NH:7][C:6]1=[O:30])[CH:2]([CH3:4])[CH3:3].C([C@@H]1NC[C@H](CC(C)C)NC1=O)C(C)C.[F:46][C:47]1[CH:52]=[CH:51][C:50]([N:53]2C=C(C(O)=O)C=[N:54]2)=[CH:49][CH:48]=1. No catalyst specified. The product is [F:46][C:47]1[CH:52]=[CH:51][C:50]([N:53]2[CH:13]=[C:12]([C:11]([N:10]3[CH2:9][C@H:8]([CH2:26][CH:27]([CH3:28])[CH3:29])[NH:7][C:6](=[O:30])[C@@H:5]3[CH2:1][CH:2]([CH3:3])[CH3:4])=[O:25])[CH:17]=[N:54]2)=[CH:49][CH:48]=1. The yield is 0.178. (4) The reactants are [CH3:1][N:2]([CH3:15])[C:3]1[C:12]2[C:7](=[CH:8][CH:9]=[C:10]([NH2:13])[CH:11]=2)[N:6]=[C:5]([CH3:14])[CH:4]=1.[Cl:16][C:17]1[N:22]=[C:21](Cl)[N:20]=[C:19]([Cl:24])[N:18]=1.C(=O)([O-])[O-].[K+].[K+]. The catalyst is O1CCCC1. The product is [Cl:16][C:17]1[N:18]=[C:19]([Cl:24])[N:20]=[C:21]([NH:13][C:10]2[CH:11]=[C:12]3[C:7](=[CH:8][CH:9]=2)[N:6]=[C:5]([CH3:14])[CH:4]=[C:3]3[N:2]([CH3:15])[CH3:1])[N:22]=1. The yield is 0.980. (5) The reactants are [C:1]([O:5][C:6]([CH3:9])([CH3:8])[CH3:7])(=[O:4])[NH:2][NH2:3].[CH:10]1[C:19]2[C:14](=[CH:15][CH:16]=[CH:17][CH:18]=2)[CH:13]=[CH:12][C:11]=1[CH:20]=O. The catalyst is C(OCC)(=O)C. The product is [CH:10]1[C:19]2[C:14](=[CH:15][CH:16]=[CH:17][CH:18]=2)[CH:13]=[CH:12][C:11]=1[CH:20]=[N:3][NH:2][C:1]([O:5][C:6]([CH3:9])([CH3:8])[CH3:7])=[O:4]. The yield is 0.850.